This data is from Reaction yield outcomes from USPTO patents with 853,638 reactions. The task is: Predict the reaction yield, written as a fraction of the theoretical maximum amount of product (1.0 means a 100% yield; for example, 0.34 means a 34% yield). (1) The reactants are [Cl:1][C:2]1[CH:3]=[C:4]2[C:9](=[C:10]([Cl:12])[CH:11]=1)[CH:8]=[N:7][C:6]([NH2:13])=[CH:5]2.[C:14](N1C=CC=CC1=O)(N1C=CC=CC1=O)=[S:15]. The yield is 0.619. The catalyst is ClCCl. The product is [Cl:1][C:2]1[CH:3]=[C:4]2[C:9](=[C:10]([Cl:12])[CH:11]=1)[CH:8]=[N:7][C:6]([N:13]=[C:14]=[S:15])=[CH:5]2. (2) The reactants are [Cl:1][C:2]1[CH:7]=[C:6]([NH:8][C:9]2[C:10]([CH:30]3[CH2:32][CH2:31]3)=[N:11][C:12]([N:17]3[CH2:22][CH2:21][N:20]([C:23](=[O:28])[CH2:24][CH2:25][O:26][CH3:27])[C@H:19]([CH3:29])[CH2:18]3)=[C:13]([CH:16]=2)[C:14]#[N:15])[CH:5]=[CH:4][N:3]=1.I[CH3:34].[H-].[Na+]. The catalyst is C1COCC1. The product is [Cl:1][C:2]1[CH:7]=[C:6]([N:8]([CH3:34])[C:9]2[C:10]([CH:30]3[CH2:32][CH2:31]3)=[N:11][C:12]([N:17]3[CH2:22][CH2:21][N:20]([C:23](=[O:28])[CH2:24][CH2:25][O:26][CH3:27])[C@H:19]([CH3:29])[CH2:18]3)=[C:13]([CH:16]=2)[C:14]#[N:15])[CH:5]=[CH:4][N:3]=1. The yield is 0.503. (3) The reactants are [C:1]12([O:8][C:7]3[CH:9]=[CH:10][C:11]([C:13]4([C:16]([O:18]C)=[O:17])[CH2:15][CH2:14]4)=[CH:12][C:6]=3[O:5]1)[CH2:4][CH2:3][CH2:2]2.[Li+].[OH-].Cl. The catalyst is C1COCC1.O. The product is [C:1]12([O:8][C:7]3[CH:9]=[CH:10][C:11]([C:13]4([C:16]([OH:18])=[O:17])[CH2:15][CH2:14]4)=[CH:12][C:6]=3[O:5]1)[CH2:2][CH2:3][CH2:4]2. The yield is 0.590. (4) The reactants are [Br:1][C:2]1[C:3]([C:8]([NH:10][OH:11])=[NH:9])=[N:4][CH:5]=[CH:6][CH:7]=1.[CH3:12][O:13][C:14]1[CH:22]=[CH:21][CH:20]=[C:16]([C:17](O)=O)[C:15]=1[OH:23]. No catalyst specified. The product is [Br:1][C:2]1[C:3]([C:8]2[N:9]=[C:17]([C:16]3[CH:20]=[CH:21][CH:22]=[C:14]([O:13][CH3:12])[C:15]=3[OH:23])[O:11][N:10]=2)=[N:4][CH:5]=[CH:6][CH:7]=1. The yield is 0.0800. (5) The reactants are [C:1]([O:5][C:6]([NH:8][C@@H:9]([C@H:13]([O:15][CH3:16])[CH3:14])[C:10]([OH:12])=O)=[O:7])([CH3:4])([CH3:3])[CH3:2].CC[N:19]([CH:23]([CH3:25])C)[CH:20]([CH3:22])C.CN(C(ON1N=NC2C=CC=CC1=2)=[N+](C)C)C.[B-](F)(F)(F)F.N1CCCC1. The catalyst is C(Cl)Cl. The product is [CH3:16][O:15][C@H:13]([CH3:14])[C@H:9]([NH:8][C:6](=[O:7])[O:5][C:1]([CH3:2])([CH3:3])[CH3:4])[C:10](=[O:12])[N:19]1[CH2:20][CH2:22][CH2:25][CH2:23]1. The yield is 0.950. (6) The reactants are Cl[C:2]1[N:7]2[CH:8]=[CH:9][N:10]=[C:6]2[N:5]=[C:4]([CH3:11])[C:3]=1[C:12]1[C:17]([F:18])=[CH:16][CH:15]=[CH:14][C:13]=1[Cl:19].[CH3:20][CH:21]1[CH2:26][CH2:25][NH:24][CH2:23][CH2:22]1.[Cl-].[NH4+]. The catalyst is C(Cl)(Cl)Cl. The product is [CH3:20][CH:21]1[CH2:26][CH2:25][N:24]([C:2]2[N:7]3[CH:8]=[CH:9][N:10]=[C:6]3[N:5]=[C:4]([CH3:11])[C:3]=2[C:12]2[C:17]([F:18])=[CH:16][CH:15]=[CH:14][C:13]=2[Cl:19])[CH2:23][CH2:22]1. The yield is 0.610.